From a dataset of Catalyst prediction with 721,799 reactions and 888 catalyst types from USPTO. Predict which catalyst facilitates the given reaction. (1) Reactant: FC(F)(F)S(O[C:7]1[C:8]([C:22]#[N:23])=[C:9]2[CH2:19][C:18]([CH3:21])([CH3:20])[O:17][CH2:16][C:10]2=[C:11]([CH:13]2[CH2:15][CH2:14]2)[N:12]=1)(=O)=O.[CH:26]([C@@H:29]1[CH2:34][NH:33][CH2:32][CH2:31][NH:30]1)([CH3:28])[CH3:27].C(N(CC)CC)C. Product: [CH:13]1([C:11]2[C:10]3[CH2:16][O:17][C:18]([CH3:21])([CH3:20])[CH2:19][C:9]=3[C:8]([C:22]#[N:23])=[C:7]([N:33]3[CH2:32][CH2:31][NH:30][C@H:29]([CH:26]([CH3:28])[CH3:27])[CH2:34]3)[N:12]=2)[CH2:15][CH2:14]1. The catalyst class is: 14. (2) Reactant: [F:1][C:2]1[CH:3]=[C:4]([NH:28][C:29]([C:31]2[C:32](=[O:44])[N:33]([C:37]3[CH:42]=[CH:41][C:40]([F:43])=[CH:39][CH:38]=3)[N:34]=[CH:35][CH:36]=2)=[O:30])[CH:5]=[CH:6][C:7]=1[O:8][C:9]1[CH:14]=[CH:13][N:12]=[C:11]2[N:15]([CH2:19][C:20]3[CH:25]=[CH:24][C:23]([O:26][CH3:27])=[CH:22][CH:21]=3)[N:16]=[C:17](I)[C:10]=12.[NH2:45][CH:46]1[CH2:50][CH2:49][N:48]([C:51]([O:53][C:54]([CH3:57])([CH3:56])[CH3:55])=[O:52])[CH2:47]1.N1CCC[C@H]1C(O)=O.C([O-])([O-])=O.[K+].[K+]. Product: [F:1][C:2]1[CH:3]=[C:4]([NH:28][C:29]([C:31]2[C:32](=[O:44])[N:33]([C:37]3[CH:42]=[CH:41][C:40]([F:43])=[CH:39][CH:38]=3)[N:34]=[CH:35][CH:36]=2)=[O:30])[CH:5]=[CH:6][C:7]=1[O:8][C:9]1[CH:14]=[CH:13][N:12]=[C:11]2[N:15]([CH2:19][C:20]3[CH:25]=[CH:24][C:23]([O:26][CH3:27])=[CH:22][CH:21]=3)[N:16]=[C:17]([NH:45][CH:46]3[CH2:50][CH2:49][N:48]([C:51]([O:53][C:54]([CH3:57])([CH3:56])[CH3:55])=[O:52])[CH2:47]3)[C:10]=12. The catalyst class is: 419. (3) Reactant: IC.[CH2:3]([C:6]1[C:15]2[C:10](=[CH:11][CH:12]=[C:13]([Br:16])[CH:14]=2)[CH:9]=[CH:8][C:7]=1[OH:17])[CH:4]=[CH2:5].[C:18](=O)([O-])[O-].[Cs+].[Cs+]. Product: [CH2:3]([C:6]1[C:15]2[C:10](=[CH:11][CH:12]=[C:13]([Br:16])[CH:14]=2)[CH:9]=[CH:8][C:7]=1[O:17][CH3:18])[CH:4]=[CH2:5]. The catalyst class is: 18. (4) Reactant: [CH3:1][N:2]([C:24]1[CH:29]=[CH:28][C:27]([NH:30][C:31]([NH:33][C:34]2[CH:39]=[CH:38][CH:37]=[CH:36][CH:35]=2)=[O:32])=[CH:26][CH:25]=1)[S:3]([C:6]1[S:7][C:8]([C:11]2[CH2:12][CH2:13][N:14](C(OC(C)(C)C)=O)[CH2:15][CH:16]=2)=[CH:9][CH:10]=1)(=[O:5])=[O:4].C(O)(C(F)(F)F)=O. Product: [CH3:1][N:2]([C:24]1[CH:29]=[CH:28][C:27]([NH:30][C:31]([NH:33][C:34]2[CH:39]=[CH:38][CH:37]=[CH:36][CH:35]=2)=[O:32])=[CH:26][CH:25]=1)[S:3]([C:6]1[S:7][C:8]([C:11]2[CH2:12][CH2:13][NH:14][CH2:15][CH:16]=2)=[CH:9][CH:10]=1)(=[O:4])=[O:5]. The catalyst class is: 4. (5) Reactant: [Cl:1][C:2]1[C:6]([Cl:7])=[C:5]([CH3:8])[NH:4][C:3]=1[C:9]([NH:11][CH:12]1[C:17]2([O:21][CH2:20][CH2:19][O:18]2)[CH2:16][NH:15][CH2:14][CH2:13]1)=[O:10].Br[C:23]1[S:24][C:25]([C:28]([O:30][CH3:31])=[O:29])=[CH:26][N:27]=1.CCN(C(C)C)C(C)C.O. Product: [Cl:1][C:2]1[C:6]([Cl:7])=[C:5]([CH3:8])[NH:4][C:3]=1[C:9]([NH:11][CH:12]1[C:17]2([O:21][CH2:20][CH2:19][O:18]2)[CH2:16][N:15]([C:23]2[S:24][C:25]([C:28]([O:30][CH3:31])=[O:29])=[CH:26][N:27]=2)[CH2:14][CH2:13]1)=[O:10]. The catalyst class is: 37. (6) Reactant: [C:1]([C:3]1[CH:8]=[C:7]([F:9])[CH:6]=[CH:5][C:4]=1[NH:10][C:11]1[CH:12]=[C:13]([F:26])[C:14]([CH2:17][NH:18]C(=O)OC(C)(C)C)=[N:15][CH:16]=1)#[N:2].[F:27][C:28]([F:33])([F:32])[C:29]([OH:31])=[O:30]. Product: [NH2:18][CH2:17][C:14]1[N:15]=[CH:16][C:11]([NH:10][C:4]2[CH:5]=[CH:6][C:7]([F:9])=[CH:8][C:3]=2[C:1]#[N:2])=[CH:12][C:13]=1[F:26].[F:27][C:28]([F:33])([F:32])[C:29]([O-:31])=[O:30]. The catalyst class is: 4. (7) Reactant: [CH2:1]([O:8][C:9]1[CH:10]=[CH:11][CH:12]=[C:13]2[C:17]=1[NH:16][CH:15]=[C:14]2[CH2:18][C@H:19]([NH:21][C:22](=O)[C@H:23]([OH:30])[C:24]1[CH:25]=[N:26][CH:27]=[CH:28][CH:29]=1)[CH3:20])[C:2]1[CH:7]=[CH:6][CH:5]=[CH:4][CH:3]=1.Cl. Product: [CH2:1]([O:8][C:9]1[CH:10]=[CH:11][CH:12]=[C:13]2[C:17]=1[NH:16][CH:15]=[C:14]2[CH2:18][C@H:19]([NH:21][CH2:22][C@@H:23]([C:24]1[CH:25]=[N:26][CH:27]=[CH:28][CH:29]=1)[OH:30])[CH3:20])[C:2]1[CH:7]=[CH:6][CH:5]=[CH:4][CH:3]=1. The catalyst class is: 83.